Dataset: Full USPTO retrosynthesis dataset with 1.9M reactions from patents (1976-2016). Task: Predict the reactants needed to synthesize the given product. (1) The reactants are: [C:1]([N:9]=[C:10]=[S:11])(=[O:8])[C:2]1[CH:7]=[CH:6][CH:5]=[CH:4][CH:3]=1.[Br:12][C:13]1[CH:14]=[CH:15][C:16]([F:37])=[C:17]([C:19]23[CH2:26][N:25]([C:27]([O:29][CH2:30][C:31]4[CH:36]=[CH:35][CH:34]=[CH:33][CH:32]=4)=[O:28])[CH2:24][CH:23]2[CH2:22][O:21][NH:20]3)[CH:18]=1. Given the product [C:1]([NH:9][C:10]([N:20]1[C:19]2([C:17]3[CH:18]=[C:13]([Br:12])[CH:14]=[CH:15][C:16]=3[F:37])[CH2:26][N:25]([C:27]([O:29][CH2:30][C:31]3[CH:32]=[CH:33][CH:34]=[CH:35][CH:36]=3)=[O:28])[CH2:24][CH:23]2[CH2:22][O:21]1)=[S:11])(=[O:8])[C:2]1[CH:7]=[CH:6][CH:5]=[CH:4][CH:3]=1, predict the reactants needed to synthesize it. (2) Given the product [CH2:27]([O:34][C:35]1[CH:40]=[C:39]([C:7]2[CH2:12][CH2:11][N:10]([C:13]([O:15][C:16]([CH3:19])([CH3:18])[CH3:17])=[O:14])[CH2:9][C:8]=2[C:20]([O:22][CH2:23][CH3:24])=[O:21])[CH:38]=[CH:37][CH:36]=1)[C:28]1[CH:33]=[CH:32][CH:31]=[CH:30][CH:29]=1, predict the reactants needed to synthesize it. The reactants are: FC(F)(F)S(O[C:7]1[CH2:12][CH2:11][N:10]([C:13]([O:15][C:16]([CH3:19])([CH3:18])[CH3:17])=[O:14])[CH2:9][C:8]=1[C:20]([O:22][CH2:23][CH3:24])=[O:21])(=O)=O.[CH2:27]([O:34][C:35]1[CH:36]=[C:37](B(O)O)[CH:38]=[CH:39][CH:40]=1)[C:28]1[CH:33]=[CH:32][CH:31]=[CH:30][CH:29]=1. (3) Given the product [CH3:6][N:8]1[CH2:13][CH2:12][O:11][C@H:10]([CH2:14][OH:15])[CH2:9]1, predict the reactants needed to synthesize it. The reactants are: C(O[C:6]([N:8]1[CH2:13][CH2:12][O:11][C@H:10]([CH2:14][OH:15])[CH2:9]1)=O)(C)(C)C.[H-].[H-].[H-].[H-].[Li+].[Al+3].